Dataset: Full USPTO retrosynthesis dataset with 1.9M reactions from patents (1976-2016). Task: Predict the reactants needed to synthesize the given product. (1) Given the product [Cl:1][C:2]1[CH:9]=[CH:8][C:5]([C:6](=[N:10][OH:11])[NH2:7])=[CH:4][CH:3]=1, predict the reactants needed to synthesize it. The reactants are: [Cl:1][C:2]1[CH:9]=[CH:8][C:5]([C:6]#[N:7])=[CH:4][CH:3]=1.[NH2:10][OH:11]. (2) Given the product [OH:13][C:14]1[C:21]([O:22][CH3:23])=[CH:20][C:17](/[CH:18]=[C:27]2/[C:28](=[O:29])[N:9]3[CH:8]=[C:7]([C:4]4[CH:3]=[CH:2][N:1]=[CH:6][CH:5]=4)[N:11]=[C:10]3[S:12]/2)=[CH:16][C:15]=1[O:24][CH3:25], predict the reactants needed to synthesize it. The reactants are: [N:1]1[CH:6]=[CH:5][C:4]([C:7]2[NH:11][C:10]([SH:12])=[N:9][CH:8]=2)=[CH:3][CH:2]=1.[OH:13][C:14]1[C:21]([O:22][CH3:23])=[CH:20][C:17]([CH:18]=O)=[CH:16][C:15]=1[O:24][CH3:25].Cl[CH2:27][C:28](O)=[O:29].C([O-])(=O)C.[Na+]. (3) Given the product [Br:16][C:17]1[CH:22]=[C:21]([CH3:23])[C:20]([CH:3]([C:2]([CH3:8])([CH3:7])[CH3:1])[C:4]([NH2:11])=[O:5])=[C:19]([Cl:25])[CH:18]=1, predict the reactants needed to synthesize it. The reactants are: [CH3:1][C:2]([CH3:8])([CH3:7])[CH2:3][C:4](Cl)=[O:5].C([N:11](CC)CC)C.[Br:16][C:17]1[CH:22]=[C:21]([CH3:23])[C:20](N)=[C:19]([Cl:25])[CH:18]=1.O.